This data is from Reaction yield outcomes from USPTO patents with 853,638 reactions. The task is: Predict the reaction yield, written as a fraction of the theoretical maximum amount of product (1.0 means a 100% yield; for example, 0.34 means a 34% yield). (1) The yield is 0.840. The product is [Cl:48][C:47]1[N:46]=[C:44]([Cl:45])[N:43]=[C:50]([NH:35][C:32]2[CH:31]=[CH:30][C:29]([O:28][CH2:27][C:8]([CH2:9][O:10][C:11]3[CH:12]=[CH:13][C:14]([NH:17][C:50]4[N:49]=[C:47]([Cl:48])[N:46]=[C:44]([Cl:45])[N:43]=4)=[CH:15][CH:16]=3)([CH2:18][O:19][C:20]3[CH:25]=[CH:24][C:23]([NH:26][C:50]4[N:49]=[C:47]([Cl:48])[N:46]=[C:44]([Cl:45])[N:43]=4)=[CH:22][CH:21]=3)[CH2:7][O:6][C:5]3[CH:4]=[CH:3][C:2]([NH:1][C:50]4[N:49]=[C:47]([Cl:48])[N:46]=[C:44]([Cl:45])[N:43]=4)=[CH:37][CH:36]=3)=[CH:34][CH:33]=2)[N:49]=1. The catalyst is CC(C)=O.O. The reactants are [NH2:1][C:2]1[CH:37]=[CH:36][C:5]([O:6][CH2:7][C:8]([CH2:27][O:28][C:29]2[CH:34]=[CH:33][C:32]([NH2:35])=[CH:31][CH:30]=2)([CH2:18][O:19][C:20]2[CH:25]=[CH:24][C:23]([NH2:26])=[CH:22][CH:21]=2)[CH2:9][O:10][C:11]2[CH:16]=[CH:15][C:14]([NH2:17])=[CH:13][CH:12]=2)=[CH:4][CH:3]=1.O1CCCC1.[N:43]1[C:50](Cl)=[N:49][C:47]([Cl:48])=[N:46][C:44]=1[Cl:45].C([O-])([O-])=O.[Na+].[Na+]. (2) The reactants are [Cl:1][C:2]1[CH:7]=[CH:6][CH:5]=[C:4]([Cl:8])[C:3]=1[NH:9][C:10]1[N:14]2[CH:15]=[CH:16][CH:17]=[N:18][C:13]2=[N:12][C:11]=1[C:19]1[C:27]([O:28][CH3:29])=[CH:26][C:25]([O:30][CH3:31])=[CH:24][C:20]=1[C:21]([OH:23])=O.Cl.CON.C[N:37]1CCO[CH2:39][CH2:38]1. The catalyst is CN(C=O)C. The product is [Cl:1][C:2]1[CH:7]=[CH:6][CH:5]=[C:4]([Cl:8])[C:3]=1[NH:9][C:10]1[N:14]2[CH:15]=[CH:16][CH:17]=[N:18][C:13]2=[N:12][C:11]=1[C:19]1[C:27]([O:28][CH3:29])=[CH:26][C:25]([O:30][CH3:31])=[CH:24][C:20]=1[C:21]([NH:37][CH2:38][CH3:39])=[O:23]. The yield is 0.210. (3) The reactants are [CH2:1]([O:8][C:9]([NH:11][C@H:12]([P:16](=[O:19])([OH:18])[OH:17])[CH:13]([CH3:15])[CH3:14])=[O:10])[C:2]1[CH:7]=[CH:6][CH:5]=[CH:4][CH:3]=1.S(Cl)(Cl)=O.[CH3:24][O:25][C:26](=[O:53])[CH:27]([C:29]1[CH:34]=[CH:33][CH:32]=[C:31]([NH:35][C:36]([NH:45][C:46]([O:48][C:49]([CH3:52])([CH3:51])[CH3:50])=[O:47])=[N:37][C:38]([O:40][C:41]([CH3:44])([CH3:43])[CH3:42])=[O:39])[CH:30]=1)O.C([O-])(O)=O.[Na+]. The catalyst is CN(C=O)C. The product is [CH3:24][O:25][C:26](=[O:53])[CH:27]([C:29]1[CH:34]=[CH:33][CH:32]=[C:31]([NH:35][C:36]([NH:45][C:46]([O:48][C:49]([CH3:52])([CH3:51])[CH3:50])=[O:47])=[N:37][C:38]([O:40][C:41]([CH3:44])([CH3:43])[CH3:42])=[O:39])[CH:30]=1)[O:19][P:16]([C@@H:12]([NH:11][C:9]([O:8][CH2:1][C:2]1[CH:3]=[CH:4][CH:5]=[CH:6][CH:7]=1)=[O:10])[CH:13]([CH3:15])[CH3:14])([OH:18])=[O:17]. The yield is 0.550. (4) The reactants are CCN(C(C)C)C(C)C.[NH2:10][C:11]1([C:17]([NH:19][CH:20]([C:25]2[CH:30]=[CH:29][C:28]([Cl:31])=[CH:27][CH:26]=2)[CH2:21][CH2:22][CH2:23][OH:24])=[O:18])[CH2:16][CH2:15][NH:14][CH2:13][CH2:12]1.Cl[C:33]1[C:34]2[CH:41]=[CH:40][NH:39][C:35]=2[N:36]=[CH:37][N:38]=1. The catalyst is C(O)C. The product is [NH2:10][C:11]1([C:17]([NH:19][CH:20]([C:25]2[CH:30]=[CH:29][C:28]([Cl:31])=[CH:27][CH:26]=2)[CH2:21][CH2:22][CH2:23][OH:24])=[O:18])[CH2:16][CH2:15][N:14]([C:33]2[C:34]3[CH:41]=[CH:40][NH:39][C:35]=3[N:36]=[CH:37][N:38]=2)[CH2:13][CH2:12]1. The yield is 0.639. (5) The reactants are [CH3:1][C:2]1[C:7]([CH2:8][OH:9])=[C:6]([C:10]2[CH:15]=[CH:14][C:13]([CH3:16])=[CH:12][CH:11]=2)[N:5]=[C:4]([N:17]2[CH2:22][CH2:21][CH2:20][CH2:19][CH2:18]2)[N:3]=1.[Cr](O[Cr]([O-])(=O)=O)([O-])(=O)=O.[NH+]1C=CC=CC=1.[NH+]1C=CC=CC=1. The catalyst is ClCCl. The product is [CH3:1][C:2]1[C:7]([CH:8]=[O:9])=[C:6]([C:10]2[CH:11]=[CH:12][C:13]([CH3:16])=[CH:14][CH:15]=2)[N:5]=[C:4]([N:17]2[CH2:22][CH2:21][CH2:20][CH2:19][CH2:18]2)[N:3]=1. The yield is 0.610. (6) The reactants are [CH3:1][O:2][C:3]1[CH:4]=[C:5]([C:11](=O)[CH2:12][C:13]2[CH:18]=[CH:17][N:16]=[C:15]([Cl:19])[N:14]=2)[CH:6]=[C:7]([O:9][CH3:10])[CH:8]=1.[CH:21]1([NH:25][C:26]([NH2:28])=[S:27])[CH2:24][CH2:23][CH2:22]1. No catalyst specified. The product is [CH3:1][O:2][C:3]1[CH:4]=[C:5]([C:11]2[N:28]=[C:26]([NH:25][CH:21]3[CH2:24][CH2:23][CH2:22]3)[S:27][C:12]=2[C:13]2[CH:18]=[CH:17][N:16]=[C:15]([Cl:19])[N:14]=2)[CH:6]=[C:7]([O:9][CH3:10])[CH:8]=1. The yield is 0.540. (7) The reactants are S(Cl)([Cl:3])=O.[NH2:5][C:6]1([C:9]([OH:11])=[O:10])[CH2:8][CH2:7]1.CO.C(=O)([O-])[O-].[K+].[K+].[CH2:20](O)[CH3:21]. The catalyst is O. The product is [ClH:3].[NH2:5][C:6]1([C:9]([O:11][CH2:20][CH3:21])=[O:10])[CH2:8][CH2:7]1. The yield is 0.806. (8) The reactants are [Br:1][C:2]1[CH:13]=[CH:12][C:5]([O:6][C:7]([CH3:11])([CH3:10])[CH:8]=[O:9])=[CH:4][CH:3]=1.[CH3:14][Mg]Br.[Cl-].[NH4+]. The catalyst is O1CCCC1. The product is [Br:1][C:2]1[CH:13]=[CH:12][C:5]([O:6][C:7]([CH3:10])([CH3:11])[CH:8]([OH:9])[CH3:14])=[CH:4][CH:3]=1. The yield is 0.700.